Dataset: Full USPTO retrosynthesis dataset with 1.9M reactions from patents (1976-2016). Task: Predict the reactants needed to synthesize the given product. (1) Given the product [CH3:1][C@@:2]([S:14]([CH3:17])(=[O:16])=[O:15])([CH2:6][CH2:7][N:8]1[CH:12]=[C:11]([CH3:13])[CH:10]=[N:9]1)[C:3]([NH:32][O:31][CH:26]1[CH2:27][CH2:28][CH2:29][CH2:30][O:25]1)=[O:5], predict the reactants needed to synthesize it. The reactants are: [CH3:1][C@@:2]([S:14]([CH3:17])(=[O:16])=[O:15])([CH2:6][CH2:7][N:8]1[CH:12]=[C:11]([CH3:13])[CH:10]=[N:9]1)[C:3]([OH:5])=O.CN1CCOCC1.[O:25]1[CH2:30][CH2:29][CH2:28][CH2:27][CH:26]1[O:31][NH2:32].O. (2) Given the product [N+:23]([C:18]1[CH:17]=[CH:16][C:15]([Cl:14])=[CH:22][C:19]=1[CH:20]([C:3]1[C:2]([Cl:1])=[CH:7][CH:6]=[CH:5][C:4]=1[Cl:8])[OH:21])([O-:25])=[O:24], predict the reactants needed to synthesize it. The reactants are: [Cl:1][C:2]1[CH:7]=[CH:6][CH:5]=[C:4]([Cl:8])[CH:3]=1.C([Li])CCC.[Cl:14][C:15]1[CH:16]=[CH:17][C:18]([N+:23]([O-:25])=[O:24])=[C:19]([CH:22]=1)[CH:20]=[O:21].C(O)(=O)C. (3) The reactants are: C[Sn](C)(C)[C:3]1[CH:8]=[N:7][C:6]([C:9]([F:12])([F:11])[F:10])=[CH:5][N:4]=1.Cl[C:16]1[CH:17]=[CH:18][C:19]([F:42])=[C:20]([CH2:22][NH:23][C:24]([C@@H:26]2[CH2:30][C@@H:29]([F:31])[CH2:28][N:27]2[S:32]([C:35]2[CH:40]=[CH:39][C:38]([F:41])=[CH:37][CH:36]=2)(=[O:34])=[O:33])=[O:25])[CH:21]=1. Given the product [F:31][C@H:29]1[CH2:28][N:27]([S:32]([C:35]2[CH:40]=[CH:39][C:38]([F:41])=[CH:37][CH:36]=2)(=[O:33])=[O:34])[C@H:26]([C:24]([NH:23][CH2:22][C:20]2[CH:21]=[C:16]([C:3]3[CH:8]=[N:7][C:6]([C:9]([F:12])([F:11])[F:10])=[CH:5][N:4]=3)[CH:17]=[CH:18][C:19]=2[F:42])=[O:25])[CH2:30]1, predict the reactants needed to synthesize it. (4) The reactants are: [C:1]([O:5][C:6](=[O:19])[N:7]([C@H:9]1[CH2:14][CH2:13][C@H:12]([CH:15]=[C:16](Br)Br)[CH2:11][CH2:10]1)[CH3:8])([CH3:4])([CH3:3])[CH3:2].[Li]CCCC.CN1C(=O)N(C)CCC1.Br[CH2:35][CH2:36][O:37][CH:38]1[CH2:43][CH2:42][CH2:41][CH2:40][O:39]1.[NH4+].[Cl-]. Given the product [C:1]([O:5][C:6](=[O:19])[N:7]([CH3:8])[C@H:9]1[CH2:14][CH2:13][C@H:12]([C:15]#[C:16][CH2:35][CH2:36][O:37][CH:38]2[CH2:43][CH2:42][CH2:41][CH2:40][O:39]2)[CH2:11][CH2:10]1)([CH3:4])([CH3:3])[CH3:2], predict the reactants needed to synthesize it. (5) Given the product [Br:21][C:18]1[CH:19]=[CH:20][C:15]([N:14]([C:22]2[CH:27]=[CH:26][C:25]([Br:28])=[CH:24][CH:23]=2)[C:11]2[CH:12]=[CH:13][C:8]([N:39]([C:40]3[CH:41]=[CH:42][C:43]([CH2:46][CH2:47][CH2:48][CH3:49])=[CH:44][CH:45]=3)[C:36]3[CH:35]=[CH:34][C:33]([CH2:29][CH2:30][CH2:31][CH3:32])=[CH:38][CH:37]=3)=[CH:9][CH:10]=2)=[CH:16][CH:17]=1, predict the reactants needed to synthesize it. The reactants are: CC(C)([O-])C.[Na+].Br[C:8]1[CH:13]=[CH:12][C:11]([N:14]([C:22]2[CH:27]=[CH:26][C:25]([Br:28])=[CH:24][CH:23]=2)[C:15]2[CH:20]=[CH:19][C:18]([Br:21])=[CH:17][CH:16]=2)=[CH:10][CH:9]=1.[CH2:29]([C:33]1[CH:38]=[CH:37][C:36]([NH:39][C:40]2[CH:45]=[CH:44][C:43]([CH2:46][CH2:47][CH2:48][CH3:49])=[CH:42][CH:41]=2)=[CH:35][CH:34]=1)[CH2:30][CH2:31][CH3:32]. (6) Given the product [CH2:2]([O:9][C:10]1[CH:19]=[CH:18][CH:17]=[C:16]2[C:11]=1[CH2:12][CH2:13][CH2:14][CH:15]2[C:20]([N:22]([C:29]1[CH:30]=[N:31][C:32]([CH:35]([CH3:37])[CH3:36])=[CH:33][CH:34]=1)[CH2:23][C:24]1[CH:25]=[N:26][N:27]([CH2:39][C:40]2[CH:45]=[C:44]([CH3:46])[CH:43]=[CH:42][N:41]=2)[CH:28]=1)=[O:21])[C:3]1[CH:8]=[CH:7][CH:6]=[CH:5][CH:4]=1, predict the reactants needed to synthesize it. The reactants are: Cl.[CH2:2]([O:9][C:10]1[CH:19]=[CH:18][CH:17]=[C:16]2[C:11]=1[CH2:12][CH2:13][CH2:14][CH:15]2[C:20]([N:22]([C:29]1[CH:30]=[N:31][C:32]([CH:35]([CH3:37])[CH3:36])=[CH:33][CH:34]=1)[CH2:23][C:24]1[CH:25]=[N:26][NH:27][CH:28]=1)=[O:21])[C:3]1[CH:8]=[CH:7][CH:6]=[CH:5][CH:4]=1.Cl[CH2:39][C:40]1[CH:45]=[C:44]([CH3:46])[CH:43]=[CH:42][N:41]=1. (7) Given the product [CH2:1]([O:8][C:9]1[CH:14]=[CH:13][C:12]([CH2:15][CH2:16][CH2:17][CH2:18][CH2:19][S:20]([F:25])(=[O:22])=[O:21])=[CH:11][CH:10]=1)[C:2]1[CH:7]=[CH:6][CH:5]=[CH:4][CH:3]=1.[CH2:1]([O:8][C:9]1[CH:10]=[CH:11][C:12]([CH2:15][CH2:16][CH2:17][CH2:18][CH2:19][CH2:18][CH2:19][S:20]([F:25])(=[O:22])=[O:21])=[CH:13][CH:14]=1)[C:2]1[CH:3]=[CH:4][CH:5]=[CH:6][CH:7]=1, predict the reactants needed to synthesize it. The reactants are: [CH2:1]([O:8][C:9]1[CH:14]=[CH:13][C:12]([CH2:15][CH2:16][CH2:17][CH2:18][CH2:19][S:20](Cl)(=[O:22])=[O:21])=[CH:11][CH:10]=1)[C:2]1[CH:7]=[CH:6][CH:5]=[CH:4][CH:3]=1.[NH4+].[F-:25]. (8) Given the product [F:16][C:15]([F:18])([F:17])[C:13](=[O:14])[CH:7]([CH3:6])[C:8]([NH:4][OH:1])=[O:9], predict the reactants needed to synthesize it. The reactants are: [OH-:1].[Na+].Cl.[NH2:4]O.[CH3:6][CH:7]([C:13]([C:15]([F:18])([F:17])[F:16])=[O:14])[C:8](OCC)=[O:9].Cl. (9) Given the product [Br:38][C:39]1[CH:44]=[CH:43][C:42]([C:45]2[CH:50]=[CH:49][C:48]([N:22]([C:23]3[CH:28]=[CH:27][C:26]([CH3:29])=[CH:25][C:24]=3[CH3:30])[C:19]3[CH:20]=[CH:21][C:16]([C:13]4[CH:12]=[CH:11][C:10]([N:9]([C:3]5[CH:4]=[CH:5][C:6]([CH3:8])=[CH:7][C:2]=5[CH3:1])[C:31]5[CH:36]=[CH:35][C:34]([CH3:37])=[CH:33][CH:32]=5)=[CH:15][CH:14]=4)=[CH:17][CH:18]=3)=[CH:47][CH:46]=2)=[CH:41][CH:40]=1, predict the reactants needed to synthesize it. The reactants are: [CH3:1][C:2]1[CH:7]=[C:6]([CH3:8])[CH:5]=[CH:4][C:3]=1[N:9]([C:31]1[CH:36]=[CH:35][C:34]([CH3:37])=[CH:33][CH:32]=1)[C:10]1[CH:15]=[CH:14][C:13]([C:16]2[CH:21]=[CH:20][C:19]([NH:22][C:23]3[CH:28]=[CH:27][C:26]([CH3:29])=[CH:25][C:24]=3[CH3:30])=[CH:18][CH:17]=2)=[CH:12][CH:11]=1.[Br:38][C:39]1[CH:44]=[CH:43][C:42]([C:45]2[CH:50]=[CH:49][C:48](I)=[CH:47][CH:46]=2)=[CH:41][CH:40]=1.